Dataset: Full USPTO retrosynthesis dataset with 1.9M reactions from patents (1976-2016). Task: Predict the reactants needed to synthesize the given product. (1) Given the product [Cl:2][C:3]1[CH:4]=[CH:5][C:6]2[N:7]([C:9]([CH2:20][NH:30][C:25]3[N:24]=[C:23]([Cl:22])[CH:28]=[C:27]([CH3:29])[N:26]=3)=[C:10]([C:12]3[CH:13]=[CH:14][C:15]([C:16]#[N:17])=[CH:18][CH:19]=3)[N:11]=2)[CH:8]=1, predict the reactants needed to synthesize it. The reactants are: Cl.[Cl:2][C:3]1[CH:4]=[CH:5][C:6]2[N:7]([C:9]([CH2:20]Cl)=[C:10]([C:12]3[CH:19]=[CH:18][C:15]([C:16]#[N:17])=[CH:14][CH:13]=3)[N:11]=2)[CH:8]=1.[Cl:22][C:23]1[CH:28]=[C:27]([CH3:29])[N:26]=[C:25]([NH2:30])[N:24]=1. (2) Given the product [Cl:1][C:2]1[C:7](=[O:8])[N:6]([C:9]2[CH:10]=[C:11]([CH:19]=[CH:20][C:21]=2[CH3:22])[C:12]([NH:14][CH2:15][C@H:16]([OH:17])[CH2:36][OH:37])=[O:13])[CH:5]=[N:4][C:3]=1[O:23][CH2:24][C:25]1[CH:30]=[CH:29][C:28]([F:31])=[CH:27][C:26]=1[F:32], predict the reactants needed to synthesize it. The reactants are: [Cl:1][C:2]1[C:7](=[O:8])[N:6]([C:9]2[CH:10]=[C:11]([CH:19]=[CH:20][C:21]=2[CH3:22])[C:12]([NH:14][CH2:15][C:16](N)=[O:17])=[O:13])[CH:5]=[N:4][C:3]=1[O:23][CH2:24][C:25]1[CH:30]=[CH:29][C:28]([F:31])=[CH:27][C:26]=1[F:32].Cl.NC[C:36](N)=[O:37]. (3) Given the product [CH2:22]([C:15]1[C:14]([C:13]([OH:12])=[O:21])=[C:19]([NH2:20])[N:8]([C:4]2[CH:5]=[CH:6][CH:7]=[C:2]([Cl:1])[N:3]=2)[N:9]=1)[CH3:23], predict the reactants needed to synthesize it. The reactants are: [Cl:1][C:2]1[CH:7]=[CH:6][CH:5]=[C:4]([NH:8][NH2:9])[N:3]=1.C([O:12][C:13](=[O:21])[C:14]([C:19]#[N:20])=[CH:15]OCC)C.[CH3:22][CH2:23]O. (4) Given the product [CH3:32][O:31][C:28]1[CH:27]=[CH:26][C:25]([CH2:24][O:23][C:20]2[CH:21]=[CH:22][C:17]([CH2:16][S:15][C:12]3[CH:13]=[CH:14][C:6]([O:5][CH2:4][C:3]([OH:33])=[O:2])=[C:7]4[C:11]=3[CH2:10][CH2:9][CH2:8]4)=[CH:18][CH:19]=2)=[CH:30][CH:29]=1, predict the reactants needed to synthesize it. The reactants are: C[O:2][C:3](=[O:33])[CH2:4][O:5][C:6]1[CH:14]=[CH:13][C:12]([S:15][CH2:16][C:17]2[CH:22]=[CH:21][C:20]([O:23][CH2:24][C:25]3[CH:30]=[CH:29][C:28]([O:31][CH3:32])=[CH:27][CH:26]=3)=[CH:19][CH:18]=2)=[C:11]2[C:7]=1[CH2:8][CH2:9][CH2:10]2.[K+].[Br-].